From a dataset of Catalyst prediction with 721,799 reactions and 888 catalyst types from USPTO. Predict which catalyst facilitates the given reaction. (1) Reactant: C[O:2][C:3]1[C:8]2[C:9]([C:30]3[CH:35]=[CH:34][CH:33]=[CH:32][CH:31]=3)=[C:10]([C:12]3[CH:17]=[CH:16][C:15]([C:18]4([NH:22]C(=O)OC(C)(C)C)[CH2:21][CH2:20][CH2:19]4)=[CH:14][CH:13]=3)[O:11][C:7]=2[CH:6]=[CH:5][N:4]=1.Cl. Product: [NH2:22][C:18]1([C:15]2[CH:14]=[CH:13][C:12]([C:10]3[O:11][C:7]4[CH:6]=[CH:5][NH:4][C:3](=[O:2])[C:8]=4[C:9]=3[C:30]3[CH:35]=[CH:34][CH:33]=[CH:32][CH:31]=3)=[CH:17][CH:16]=2)[CH2:19][CH2:20][CH2:21]1. The catalyst class is: 12. (2) Reactant: [NH2:1][C:2]1[CH:3]=[C:4]([N:8]2[S:12](=[O:14])(=[O:13])[NH:11][C:10](=[O:15])[CH2:9]2)[CH:5]=[CH:6][CH:7]=1.C([O-])(O)=O.[Na+].Br[CH2:22][C:23]([C:25]1[CH:30]=[CH:29][C:28]([Cl:31])=[CH:27][C:26]=1[Cl:32])=[O:24]. Product: [Cl:32][C:26]1[CH:27]=[C:28]([Cl:31])[CH:29]=[CH:30][C:25]=1[C:23](=[O:24])[CH2:22][NH:1][C:2]1[CH:3]=[C:4]([N:8]2[S:12](=[O:14])(=[O:13])[NH:11][C:10](=[O:15])[CH2:9]2)[CH:5]=[CH:6][CH:7]=1. The catalyst class is: 47. (3) The catalyst class is: 9. Reactant: Br[CH2:2][C:3]1[CH:4]=[C:5]([CH:10]=[CH:11][CH:12]=1)[C:6]([O:8][CH3:9])=[O:7].[OH:13][C:14]1[CH:21]=[CH:20][C:17]([C:18]#[N:19])=[CH:16][CH:15]=1.C(=O)([O-])[O-].[K+].[K+]. Product: [C:18]([C:17]1[CH:20]=[CH:21][C:14]([O:13][CH2:2][C:3]2[CH:4]=[C:5]([CH:10]=[CH:11][CH:12]=2)[C:6]([O:8][CH3:9])=[O:7])=[CH:15][CH:16]=1)#[N:19]. (4) Reactant: O=P(Cl)(Cl)[Cl:3].[C:6]1([C:28]2[CH:33]=[CH:32][CH:31]=[CH:30][CH:29]=2)[CH:11]=[CH:10][C:9]([CH2:12][C:13]([NH:15][CH2:16][CH2:17][C:18]2[CH:23]=[CH:22][C:21]([O:24][CH3:25])=[C:20]([O:26][CH3:27])[CH:19]=2)=O)=[CH:8][CH:7]=1.[BH4-].[Na+].Cl. Product: [ClH:3].[C:6]1([C:28]2[CH:33]=[CH:32][CH:31]=[CH:30][CH:29]=2)[CH:11]=[CH:10][C:9]([CH2:12][CH:13]2[C:23]3[C:18](=[CH:19][C:20]([O:26][CH3:27])=[C:21]([O:24][CH3:25])[CH:22]=3)[CH2:17][CH2:16][NH:15]2)=[CH:8][CH:7]=1. The catalyst class is: 10. (5) Reactant: [C:1]1([C:7]2[C:8]([C:20]3[CH:25]=[CH:24][C:23]([CH2:26][NH2:27])=[CH:22][CH:21]=3)=[N:9][C:10]3[CH:11]=[CH:12][N:13]4[CH:19]=[N:18][N:17]=[C:14]4[C:15]=3[CH:16]=2)[CH:6]=[CH:5][CH:4]=[CH:3][CH:2]=1.C(N(CC)CC)C.[C:35](OC(=O)C)(=[O:37])[CH3:36]. Product: [C:1]1([C:7]2[C:8]([C:20]3[CH:25]=[CH:24][C:23]([CH2:26][NH:27][C:35](=[O:37])[CH3:36])=[CH:22][CH:21]=3)=[N:9][C:10]3[CH:11]=[CH:12][N:13]4[CH:19]=[N:18][N:17]=[C:14]4[C:15]=3[CH:16]=2)[CH:6]=[CH:5][CH:4]=[CH:3][CH:2]=1. The catalyst class is: 8. (6) Reactant: [CH2:1]1[CH2:5]OC[CH2:2]1.C([Mg]Cl)(C)C.C(OCC)(=O)C.[C:17]([OH:22])(=[O:21])[CH:18]([CH3:20])[CH3:19]. Product: [C:17]([OH:22])(=[O:21])[C:18]1[CH:20]=[CH:5][CH:1]=[CH:2][CH:19]=1. The catalyst class is: 6. (7) The catalyst class is: 1. Reactant: [NH2:1][C:2]1([N+]([O-])=O)[CH:11]=[C:10]2[C:5]([C:6]([CH3:16])([CH3:15])[C:7](=O)[N:8]([CH3:13])[C:9]2=O)=[CH:4][CH2:3]1.B.C1COCC1.CO. Product: [CH3:13][N:8]1[CH2:7][C:6]([CH3:15])([CH3:16])[C:5]2[C:10](=[CH:11][C:2]([NH2:1])=[CH:3][CH:4]=2)[CH2:9]1. (8) Reactant: [CH3:1][CH:2]([C:8]([C:10]1[CH:15]=[CH:14][N:13]=[CH:12][CH:11]=1)=O)[C:3]([O:5]CC)=O.Cl.[NH:17]1[CH2:22][CH2:21][CH2:20][N:19]=[C:18]1[NH2:23].C(=O)([O-])[O-].[K+].[K+].O. Product: [CH3:1][C:2]1[C:3](=[O:5])[N:17]2[CH2:22][CH2:21][CH2:20][NH:19][C:18]2=[N:23][C:8]=1[C:10]1[CH:11]=[CH:12][N:13]=[CH:14][CH:15]=1. The catalyst class is: 8. (9) Product: [CH3:1][O:2][C:3]([C:5]1[CH:10]=[CH:9][C:8]([C:11]2[C:12]([CH3:50])([CH3:49])[C@H:13]3[C@:26]([CH3:29])([CH2:27][CH:28]=2)[C@@H:25]2[C@:16]([CH3:48])([C@@:17]4([CH3:47])[C@H:22]([CH2:23][CH2:24]2)[C@H:21]2[C@H:30]([C:33]5([CH3:36])[CH2:35][CH2:34]5)[CH2:31][CH2:32][C@:20]2([C:37]([OH:39])=[O:38])[CH2:19][CH2:18]4)[CH2:15][CH2:14]3)=[CH:7][CH:6]=1)=[O:4]. The catalyst class is: 12. Reactant: [CH3:1][O:2][C:3]([C:5]1[CH:10]=[CH:9][C:8]([C:11]2[C:12]([CH3:50])([CH3:49])[C@H:13]3[C@:26]([CH3:29])([CH2:27][CH:28]=2)[C@@H:25]2[C@:16]([CH3:48])([C@@:17]4([CH3:47])[C@H:22]([CH2:23][CH2:24]2)[C@H:21]2[C@H:30]([C:33]5([CH3:36])[CH2:35][CH2:34]5)[CH2:31][CH2:32][C@:20]2([C:37]([O:39][Si](C(C)(C)C)(C)C)=[O:38])[CH2:19][CH2:18]4)[CH2:15][CH2:14]3)=[CH:7][CH:6]=1)=[O:4].CCCC[N+](CCCC)(CCCC)CCCC.[F-].C1COCC1.Cl. (10) Reactant: [CH3:1][O:2][C:3]([C:5]1[S:6][C:7]([C:10](=O)[CH2:11]Br)=[CH:8][CH:9]=1)=[O:4].[C:14]([NH:21][C:22]([NH2:24])=[S:23])([O:16][C:17]([CH3:20])([CH3:19])[CH3:18])=[O:15].CC([O-])=O.[Na+]. Product: [CH3:1][O:2][C:3]([C:5]1[S:6][C:7]([C:10]2[N:24]=[C:22]([NH:21][C:14]([O:16][C:17]([CH3:20])([CH3:19])[CH3:18])=[O:15])[S:23][CH:11]=2)=[CH:8][CH:9]=1)=[O:4]. The catalyst class is: 14.